From a dataset of M1 muscarinic receptor agonist screen with 61,833 compounds. Binary Classification. Given a drug SMILES string, predict its activity (active/inactive) in a high-throughput screening assay against a specified biological target. (1) The molecule is S(=O)(=O)(NCc1cc2c(n(c(c2)C)C)cc1)c1ccc(OC)cc1. The result is 0 (inactive). (2) The drug is S1CN(CN(C1=S)C)C. The result is 0 (inactive). (3) The compound is O1C2(OCC(C1)(c1ccccc1)C)c1c(N(C2=O)CC(=O)N(CC)CC)cccc1. The result is 0 (inactive).